Dataset: Catalyst prediction with 721,799 reactions and 888 catalyst types from USPTO. Task: Predict which catalyst facilitates the given reaction. Reactant: [N:1]1[C:9]([NH2:10])=[C:8]2[C:4]([N:5]=[CH:6][NH:7]2)=[N:3][CH:2]=1.Br[CH2:12][CH2:13][CH2:14][Cl:15].C(=O)([O-])[O-].[K+].[K+]. Product: [Cl:15][CH2:14][CH2:13][CH2:12][N:5]1[CH:6]=[N:7][C:8]2[C:4]1=[N:3][CH:2]=[N:1][C:9]=2[NH2:10]. The catalyst class is: 3.